Task: Predict the product of the given reaction.. Dataset: Forward reaction prediction with 1.9M reactions from USPTO patents (1976-2016) (1) The product is: [OH:1][C@H:2]([C:14]1[CH:19]=[CH:18][CH:17]=[CH:16][CH:15]=1)[CH2:3][NH:4][C:5]([C:7]1[N:8]=[N:9][C:10]([N:23]2[CH2:24][CH2:25][N:20]([C:26](=[O:27])[C:28]3[CH:33]=[CH:32][CH:31]=[CH:30][C:29]=3[C:34]([F:37])([F:35])[F:36])[CH2:21][CH2:22]2)=[CH:11][CH:12]=1)=[O:6]. Given the reactants [OH:1][C@H:2]([C:14]1[CH:19]=[CH:18][CH:17]=[CH:16][CH:15]=1)[CH2:3][NH:4][C:5]([C:7]1[N:8]=[N:9][C:10](Cl)=[CH:11][CH:12]=1)=[O:6].[N:20]1([C:26]([C:28]2[CH:33]=[CH:32][CH:31]=[CH:30][C:29]=2[C:34]([F:37])([F:36])[F:35])=[O:27])[CH2:25][CH2:24][NH:23][CH2:22][CH2:21]1, predict the reaction product. (2) Given the reactants [Cl:1][C:2]1[CH:7]=[CH:6][C:5]([CH2:8]Cl)=[CH:4][CH:3]=1.[OH:10][C:11]1[CH:16]=[CH:15][N:14]([C:17]2[CH:22]=[CH:21][C:20]([O:23][CH2:24][C:25]([OH:28])([CH3:27])[CH3:26])=[C:19]([O:29][CH3:30])[CH:18]=2)[C:13](=[O:31])[CH:12]=1.C([O-])([O-])=O.[K+].[K+], predict the reaction product. The product is: [Cl:1][C:2]1[CH:7]=[CH:6][C:5]([CH2:8][O:10][C:11]2[CH:16]=[CH:15][N:14]([C:17]3[CH:22]=[CH:21][C:20]([O:23][CH2:24][C:25]([OH:28])([CH3:26])[CH3:27])=[C:19]([O:29][CH3:30])[CH:18]=3)[C:13](=[O:31])[CH:12]=2)=[CH:4][CH:3]=1. (3) Given the reactants [NH2:1][C:2]1[CH:3]=[C:4]([CH:7]=[CH:8][CH:9]=1)[C:5]#[N:6].[CH3:10][O:11][C:12](=[O:24])[C:13]1[CH:18]=[CH:17][CH:16]=[C:15]([O:19][CH2:20][C:21](O)=[O:22])[CH:14]=1.P(Cl)(Cl)(Cl)=O.CO, predict the reaction product. The product is: [CH3:10][O:11][C:12](=[O:24])[C:13]1[CH:18]=[CH:17][CH:16]=[C:15]([O:19][CH2:20][C:21](=[O:22])[NH:1][C:2]2[CH:9]=[CH:8][CH:7]=[C:4]([C:5]#[N:6])[CH:3]=2)[CH:14]=1.